From a dataset of HIV replication inhibition screening data with 41,000+ compounds from the AIDS Antiviral Screen. Binary Classification. Given a drug SMILES string, predict its activity (active/inactive) in a high-throughput screening assay against a specified biological target. (1) The molecule is CCCCCOCCCCCCCC(=O)O. The result is 0 (inactive). (2) The result is 0 (inactive). The molecule is CC(C)CC1C(OCc2ccccc2)COS(=O)N1Cc1ccccc1. (3) The molecule is FC(F)(F)c1cccc(C=NC23CC4CC(CC(C4)C2)C3)c1. The result is 0 (inactive). (4) The molecule is CC1=C(O)C(=O)C(C2=C(O)C(=O)C(C)=C(O)C2=O)=C(O)C1=O. The result is 0 (inactive). (5) The drug is CC1=CC[P+](Cc2ccccc2)(c2ccccc2)C1.[Br-]. The result is 0 (inactive). (6) The drug is CCSCCCCCCCCCCCC(=O)OCC1OC(n2cc(C)c(=O)[nH]c2=O)CC1N=[N+]=[N-]. The result is 1 (active).